This data is from Forward reaction prediction with 1.9M reactions from USPTO patents (1976-2016). The task is: Predict the product of the given reaction. Given the reactants Br[C:2]1[CH:3]=[C:4]([CH:8]2[CH2:17][C:16]([CH3:19])([CH3:18])[C:15]3[C:10](=[CH:11][CH:12]=[C:13]([S:20]([N:23]4[CH2:28][CH2:27][O:26][CH2:25][CH2:24]4)(=[O:22])=[O:21])[CH:14]=3)[NH:9]2)[CH:5]=[CH:6][CH:7]=1.[NH2:29][C:30]1([C:33]([OH:35])=[O:34])[CH2:32][CH2:31]1.C(=O)([O-])[O-].[K+].[K+], predict the reaction product. The product is: [CH3:18][C:16]1([CH3:19])[C:15]2[C:10](=[CH:11][CH:12]=[C:13]([S:20]([N:23]3[CH2:28][CH2:27][O:26][CH2:25][CH2:24]3)(=[O:22])=[O:21])[CH:14]=2)[NH:9][CH:8]([C:4]2[CH:3]=[C:2]([NH:29][C:30]3([C:33]([OH:35])=[O:34])[CH2:32][CH2:31]3)[CH:7]=[CH:6][CH:5]=2)[CH2:17]1.